This data is from Forward reaction prediction with 1.9M reactions from USPTO patents (1976-2016). The task is: Predict the product of the given reaction. The product is: [Cl:38][C:37]1[C:32]([NH:31][C@H:28]2[CH2:27][CH2:26][C@H:25]([N:20]([CH2:19][C:17]#[N:18])[S:21]([CH3:24])(=[O:23])=[O:22])[CH2:30][CH2:29]2)=[N:33][C:34]([NH:16][C:13]2[CH:14]=[CH:15][C:8]3[CH2:7][CH2:6][N:5]([CH2:4][CH2:3][O:2][CH3:1])[CH2:11][CH2:10][C:9]=3[CH:12]=2)=[N:35][CH:36]=1. Given the reactants [CH3:1][O:2][CH2:3][CH2:4][N:5]1[CH2:11][CH2:10][C:9]2[CH:12]=[C:13]([NH2:16])[CH:14]=[CH:15][C:8]=2[CH2:7][CH2:6]1.[C:17]([CH2:19][N:20]([C@H:25]1[CH2:30][CH2:29][C@H:28]([NH:31][C:32]2[C:37]([Cl:38])=[CH:36][N:35]=[C:34](Cl)[N:33]=2)[CH2:27][CH2:26]1)[S:21]([CH3:24])(=[O:23])=[O:22])#[N:18], predict the reaction product.